The task is: Predict the product of the given reaction.. This data is from Forward reaction prediction with 1.9M reactions from USPTO patents (1976-2016). The product is: [F:23][C:20]1[CH:19]=[CH:18][C:17]([CH2:16][C@@H:13]2[CH2:14][CH2:15][C@H:10]([N:6]3[CH2:7][CH2:8][CH2:9][C@H:5]3[CH2:4][NH2:1])[CH2:11][CH2:12]2)=[CH:22][CH:21]=1. Given the reactants [N:1]([CH2:4][C@@H:5]1[CH2:9][CH2:8][CH2:7][N:6]1[C@H:10]1[CH2:15][CH2:14][C@@H:13]([CH2:16][C:17]2[CH:22]=[CH:21][C:20]([F:23])=[CH:19][CH:18]=2)[CH2:12][CH2:11]1)=[N+]=[N-], predict the reaction product.